The task is: Predict the product of the given reaction.. This data is from Forward reaction prediction with 1.9M reactions from USPTO patents (1976-2016). (1) Given the reactants [Mg].Br[C:3]1[CH:8]=[CH:7][C:6]([Br:9])=[CH:5][CH:4]=1.Br[C:11]1[CH:16]=[CH:15]C=CC=1.Cl.[C:18](=O)(O)[O-:19].[Na+].C1C[O:26]CC1, predict the reaction product. The product is: [Br:9][C:6]1[CH:7]=[CH:8][C:3]([C:18](=[O:19])[C:16]([OH:26])([CH3:15])[CH3:11])=[CH:4][CH:5]=1. (2) Given the reactants P(Cl)(Cl)(Cl)=O.[Br:6][C:7]1[CH:8]=[C:9]2[C:13](=[CH:14][C:15]=1[Cl:16])[NH:12][CH:11]=[CH:10]2.[OH-].[Na+].O.CN([CH:23]=[O:24])C, predict the reaction product. The product is: [Br:6][C:7]1[CH:8]=[C:9]2[C:13](=[CH:14][C:15]=1[Cl:16])[NH:12][CH:11]=[C:10]2[CH:23]=[O:24]. (3) Given the reactants [CH2:1]([O:3][C:4](=[O:20])[CH2:5][C:6]1[N:7]=[N:8][N:9]([C:11]([CH3:19])([C:13]2[CH:18]=[CH:17][CH:16]=[CH:15][CH:14]=2)[CH3:12])[N:10]=1)[CH3:2].C[Si]([N-][Si](C)(C)C)(C)C.[Na+].C1C(=O)N([Br:38])C(=O)C1, predict the reaction product. The product is: [CH2:1]([O:3][C:4](=[O:20])[CH:5]([Br:38])[C:6]1[N:7]=[N:8][N:9]([C:11]([CH3:19])([C:13]2[CH:14]=[CH:15][CH:16]=[CH:17][CH:18]=2)[CH3:12])[N:10]=1)[CH3:2]. (4) Given the reactants [CH3:1][O:2][C:3](=[O:17])[C@@H:4]([NH2:16])[CH2:5][S:6][CH2:7][C:8]1[CH:13]=[CH:12][C:11]([O:14][CH3:15])=[CH:10][CH:9]=1.CCN(CC)CC.[O:25](C(OC(C)(C)C)=O)[C:26]([O:28][C:29]([CH3:32])([CH3:31])[CH3:30])=O, predict the reaction product. The product is: [CH3:1][O:2][C:3](=[O:17])[C@@:4]([NH2:16])([C:26]([O:28][C:29]([CH3:32])([CH3:31])[CH3:30])=[O:25])[CH2:5][S:6][CH2:7][C:8]1[CH:13]=[CH:12][C:11]([O:14][CH3:15])=[CH:10][CH:9]=1. (5) Given the reactants [N+:1]([C:4]1[CH:5]=[N:6][C:7]2[C:12]([C:13]=1O)=[CH:11][CH:10]=[CH:9][CH:8]=2)([O-:3])=[O:2].CN(C=O)C.S(Cl)(Cl)=O.[Si:24]([O:31][CH2:32][CH2:33][CH2:34][NH2:35])([C:27]([CH3:30])([CH3:29])[CH3:28])([CH3:26])[CH3:25], predict the reaction product. The product is: [Si:24]([O:31][CH2:32][CH2:33][CH2:34][NH:35][C:13]1[C:12]2[C:7](=[CH:8][CH:9]=[CH:10][CH:11]=2)[N:6]=[CH:5][C:4]=1[N+:1]([O-:3])=[O:2])([C:27]([CH3:29])([CH3:30])[CH3:28])([CH3:26])[CH3:25]. (6) Given the reactants [C:1]([C:3]1[CH2:8][N:7]2[CH:9]([C:13]([O:15][CH2:16][CH3:17])=[O:14])[C:10](=[O:12])[CH:11]=[C:6]2[N:5]([CH3:18])[C:4]=1[C:19]1[CH:24]=[CH:23][C:22]([O:25][CH3:26])=[CH:21][CH:20]=1)#[N:2].[F:27][C:28]1[CH:35]=[CH:34][CH:33]=[CH:32][C:29]=1[CH2:30]Br.O, predict the reaction product. The product is: [C:1]([C:3]1[CH:4]([C:19]2[CH:24]=[CH:23][C:22]([O:25][CH3:26])=[CH:21][CH:20]=2)[N:5]([CH3:18])[C:6]2[N:7]([CH:9]([C:13]([O:15][CH2:16][CH3:17])=[O:14])[C:10](=[O:12])[CH:11]=2)[C:8]=1[CH2:30][C:29]1[CH:32]=[CH:33][CH:34]=[CH:35][C:28]=1[F:27])#[N:2]. (7) Given the reactants [N:1]([CH:4]([C:6]1[CH:7]=[C:8]2[N:13]([C:14]=1[C:15]1[CH2:16][CH2:17][O:18][CH2:19][CH:20]=1)[CH:12]=[CH:11][CH:10]=[CH:9]2)[CH3:5])=[N+]=[N-], predict the reaction product. The product is: [O:18]1[CH2:19][CH:20]=[C:15]([C:14]2[N:13]3[C:8]([CH:9]=[CH:10][CH:11]=[CH:12]3)=[CH:7][C:6]=2[CH:4]([NH2:1])[CH3:5])[CH2:16][CH2:17]1.